From a dataset of Reaction yield outcomes from USPTO patents with 853,638 reactions. Predict the reaction yield, written as a fraction of the theoretical maximum amount of product (1.0 means a 100% yield; for example, 0.34 means a 34% yield). (1) The reactants are [Cl:1][C:2]1[CH:7]=[CH:6][C:5]([CH2:8][C:9]([OH:11])=[O:10])=[CH:4][CH:3]=1.S(=O)(=O)(O)O.[CH2:17](O)[CH3:18]. No catalyst specified. The product is [CH2:17]([O:10][C:9](=[O:11])[CH2:8][C:5]1[CH:4]=[CH:3][C:2]([Cl:1])=[CH:7][CH:6]=1)[CH3:18]. The yield is 0.880. (2) The reactants are [N+:1]([C:4]1[CH:5]=[C:6]([CH2:10][CH2:11][OH:12])[CH:7]=[CH:8][CH:9]=1)([O-])=O.C([O-])=O.[NH4+]. The catalyst is CO.[Pd]. The product is [NH2:1][C:4]1[CH:5]=[C:6]([CH2:10][CH2:11][OH:12])[CH:7]=[CH:8][CH:9]=1. The yield is 0.540. (3) The reactants are [NH2:1][C:2]1[CH:18]=[C:17]([Cl:19])[C:5]([O:6][C:7]2[CH:8]=[C:9]([CH:14]([CH3:16])[CH3:15])[C:10](=[O:13])[NH:11][N:12]=2)=[C:4]([Cl:20])[CH:3]=1.O.[C:22]([OH:26])(=[O:25])[CH:23]=O.C(O)(=O)C.S([O-])([O-])(=O)=O.[Mg+2].C([BH3-])#N. The catalyst is C(Cl)Cl.CO. The product is [Cl:20][C:4]1[CH:3]=[C:2]([NH:1][CH2:23][C:22]([OH:26])=[O:25])[CH:18]=[C:17]([Cl:19])[C:5]=1[O:6][C:7]1[CH:8]=[C:9]([CH:14]([CH3:16])[CH3:15])[C:10](=[O:13])[NH:11][N:12]=1. The yield is 0.170. (4) The reactants are [CH2:1]([O:3][C:4](=[O:19])[CH:5]([CH2:10][C:11](=O)[C:12]1[CH:17]=[CH:16][CH:15]=[CH:14][N:13]=1)[C:6](=[O:9])[CH2:7][CH3:8])[CH3:2].[OH-].[Na+].CCOCC. The catalyst is C(O)C. The product is [CH2:1]([O:3][C:4]([CH:5]1[CH2:10][C:11]([C:12]2[CH:17]=[CH:16][CH:15]=[CH:14][N:13]=2)=[C:7]([CH3:8])[C:6]1=[O:9])=[O:19])[CH3:2]. The yield is 0.730. (5) The reactants are [CH:1](=O)[C:2]([CH3:4])=O.O.[NH2:7][CH2:8][CH2:9][NH:10][CH2:11][CH2:12][NH:13][CH2:14][CH2:15][NH2:16].N1[C:21]2C=CC=C[C:20]=2N=N1.C(C=O)=O.[BH4-].[Na+]. The catalyst is C(O)C. The product is [CH3:4][C:2]12[CH:1]3[N:7]4[CH2:20][CH2:21][N:16]3[CH2:15][CH2:14][N:13]1[CH2:12][CH2:11][N:10]2[CH2:9][CH2:8]4. The yield is 0.680. (6) The reactants are Cl[C:2]1[C:7]([C:8]([F:11])([F:10])[F:9])=[CH:6][CH:5]=[CH:4][N:3]=1.[CH3:12][O:13][C:14]1[CH:21]=[CH:20][C:17]([CH2:18][NH2:19])=[CH:16][CH:15]=1.CCN(C(C)C)C(C)C. The catalyst is C(O)CCC. The product is [CH3:12][O:13][C:14]1[CH:21]=[CH:20][C:17]([CH2:18][NH:19][C:2]2[C:7]([C:8]([F:11])([F:10])[F:9])=[CH:6][CH:5]=[CH:4][N:3]=2)=[CH:16][CH:15]=1. The yield is 0.830. (7) The reactants are [N-]=[N+]=[N-].[N:4]([C:7]1([CH3:18])[C:16]2[C:11](=[CH:12][CH:13]=[C:14]([I:17])[CH:15]=2)[O:10][CH2:9][CH2:8]1)=[N+]=[N-].CP(C)C.O. The catalyst is C1COCC1. The product is [I:17][C:14]1[CH:15]=[C:16]2[C:11](=[CH:12][CH:13]=1)[O:10][CH2:9][CH2:8][C:7]2([CH3:18])[NH2:4]. The yield is 0.910. (8) The reactants are [NH2:1][S:2]([C:5]1[CH:10]=[C:9]([Br:11])[CH:8]=[CH:7][C:6]=1[NH:12][C:13]([C:15]1[C:16](=[O:33])[N:17]([CH2:26][C:27]2[CH:32]=[CH:31][CH:30]=[CH:29][CH:28]=2)[C:18]2[C:23]([C:24]=1[OH:25])=[CH:22][CH:21]=[CH:20][N:19]=2)=O)(=[O:4])=[O:3].Cl. The catalyst is [OH-].[K+]. The product is [CH2:26]([N:17]1[C:18]2[C:23](=[CH:22][CH:21]=[CH:20][N:19]=2)[C:24]([OH:25])=[C:15]([C:13]2[NH:12][C:6]3[CH:7]=[CH:8][C:9]([Br:11])=[CH:10][C:5]=3[S:2](=[O:4])(=[O:3])[N:1]=2)[C:16]1=[O:33])[C:27]1[CH:28]=[CH:29][CH:30]=[CH:31][CH:32]=1. The yield is 0.840. (9) The product is [CH3:24][N:25]1[CH2:30][CH2:29][C:28]2=[CH:21][NH:22][CH:23]=[C:27]2[C:26]1=[O:31]. The reactants are C[Si]([N-][Si](C)(C)C)(C)C.[Li+].S([CH2:21][N+:22]#[C-:23])(C1C=CC(C)=CC=1)(=O)=O.[CH3:24][N:25]1[CH2:30][CH2:29][CH:28]=[CH:27][C:26]1=[O:31]. The catalyst is C1COCC1. The yield is 0.420.